From a dataset of Reaction yield outcomes from USPTO patents with 853,638 reactions. Predict the reaction yield, written as a fraction of the theoretical maximum amount of product (1.0 means a 100% yield; for example, 0.34 means a 34% yield). (1) The reactants are [Br:1][C:2]1[C:3]([Cl:11])=[C:4]2[N:10]=[CH:9][NH:8][C:5]2=[N:6][CH:7]=1.[H-].[Na+].[CH3:14][Si:15]([CH3:22])([CH3:21])[CH2:16][CH2:17][O:18][CH2:19]Cl. The catalyst is CN(C)C=O. The product is [Br:1][C:2]1[C:3]([Cl:11])=[C:4]2[N:10]=[CH:9][N:8]([CH2:19][O:18][CH2:17][CH2:16][Si:15]([CH3:22])([CH3:21])[CH3:14])[C:5]2=[N:6][CH:7]=1. The yield is 0.700. (2) The reactants are [F:1][C:2]1[CH:7]=[CH:6][C:5]([NH:8][C:9]([C:11]2([C:14]([NH:16][C:17]3[CH:22]=[CH:21][C:20]([O:23][C:24]4[C:33]5[C:28](=[CH:29][C:30]([O:35][CH3:36])=[C:31]([OH:34])[CH:32]=5)[N:27]=[CH:26][N:25]=4)=[C:19]([F:37])[CH:18]=3)=[O:15])[CH2:13][CH2:12]2)=[O:10])=[CH:4][CH:3]=1.C1C=CC(P(C2C=CC=CC=2)C2C=CC=CC=2)=CC=1.[N:57]1([CH2:63][CH2:64][CH2:65]O)[CH2:62][CH2:61][O:60][CH2:59][CH2:58]1.CCOC(/N=N/C(OCC)=O)=O. The catalyst is C(Cl)Cl. The product is [F:1][C:2]1[CH:3]=[CH:4][C:5]([NH:8][C:9]([C:11]2([C:14]([NH:16][C:17]3[CH:22]=[CH:21][C:20]([O:23][C:24]4[C:33]5[C:28](=[CH:29][C:30]([O:35][CH3:36])=[C:31]([O:34][CH2:65][CH2:64][CH2:63][N:57]6[CH2:62][CH2:61][O:60][CH2:59][CH2:58]6)[CH:32]=5)[N:27]=[CH:26][N:25]=4)=[C:19]([F:37])[CH:18]=3)=[O:15])[CH2:13][CH2:12]2)=[O:10])=[CH:6][CH:7]=1. The yield is 0.100. (3) The reactants are C(P(CCCC)CCCC)CCC.N(C(N1CCCCC1)=O)=NC(N1CCCCC1)=O.C(OC([NH:39][C:40]1[C:58]([CH3:59])=[CH:57][C:43]([O:44][C:45]2[CH:46]=[CH:47][C:48]3[N:52]=[C:51]([CH2:53][OH:54])[N:50]([CH3:55])[C:49]=3[CH:56]=2)=[CH:42][C:41]=1[CH3:60])=O)(C)(C)C.O[C:62]1[CH:63]=[N:64][CH:65]=[C:66]([CH:71]=1)[C:67]([O:69][CH3:70])=[O:68]. The catalyst is C1(C)C=CC=CC=1. The product is [NH2:39][C:40]1[C:58]([CH3:59])=[CH:57][C:43]([O:44][C:45]2[CH:46]=[CH:47][C:48]3[N:52]=[C:51]([CH2:53][O:54][C:62]4[CH:63]=[N:64][CH:65]=[C:66]([CH:71]=4)[C:67]([O:69][CH3:70])=[O:68])[N:50]([CH3:55])[C:49]=3[CH:56]=2)=[CH:42][C:41]=1[CH3:60]. The yield is 0.610. (4) The reactants are [H-].[Na+].[CH2:3]([N:10]([CH2:29][C:30]1[CH:35]=[CH:34][CH:33]=[CH:32][CH:31]=1)[CH:11]1[CH2:15][CH:14]([CH3:16])[CH:13]([C:17]2[N:21]3[C:22]4[CH:28]=[CH:27][NH:26][C:23]=4[N:24]=[CH:25][C:20]3=[N:19][CH:18]=2)[CH2:12]1)[C:4]1[CH:9]=[CH:8][CH:7]=[CH:6][CH:5]=1.[CH3:36][Si:37]([CH2:40][CH2:41][O:42][CH2:43]Cl)([CH3:39])[CH3:38]. The catalyst is CN(C=O)C. The product is [CH2:29]([N:10]([CH2:3][C:4]1[CH:9]=[CH:8][CH:7]=[CH:6][CH:5]=1)[CH:11]1[CH2:12][CH:13]([C:17]2[N:21]3[C:22]4[CH:28]=[CH:27][N:26]([CH2:43][O:42][CH2:41][CH2:40][Si:37]([CH3:39])([CH3:38])[CH3:36])[C:23]=4[N:24]=[CH:25][C:20]3=[N:19][CH:18]=2)[CH:14]([CH3:16])[CH2:15]1)[C:30]1[CH:35]=[CH:34][CH:33]=[CH:32][CH:31]=1. The yield is 0.600. (5) The reactants are [I:1][C:2]1[CH:3]=[C:4]([CH:7]=[C:8]([O:11][CH3:12])[C:9]=1[OH:10])[CH:5]=[O:6].[C:13]([O-])([O-])=O.[K+].[K+].IC. The catalyst is CC(C)=O. The product is [I:1][C:2]1[CH:3]=[C:4]([CH:7]=[C:8]([O:11][CH3:12])[C:9]=1[O:10][CH3:13])[CH:5]=[O:6]. The yield is 0.570. (6) The reactants are C[O:2][C:3]([C:5]1([CH2:18][C:19]2[CH:24]=[CH:23][CH:22]=[CH:21][CH:20]=2)[CH2:10][CH2:9][N:8]([C:11]([O:13][C:14]([CH3:17])([CH3:16])[CH3:15])=[O:12])[CH2:7][CH2:6]1)=[O:4].O.O.[OH-].[Li+].Cl. The catalyst is O1CCOCC1.CO. The product is [C:14]([O:13][C:11]([N:8]1[CH2:9][CH2:10][C:5]([CH2:18][C:19]2[CH:20]=[CH:21][CH:22]=[CH:23][CH:24]=2)([C:3]([OH:4])=[O:2])[CH2:6][CH2:7]1)=[O:12])([CH3:17])([CH3:15])[CH3:16]. The yield is 0.870.